From a dataset of NCI-60 drug combinations with 297,098 pairs across 59 cell lines. Regression. Given two drug SMILES strings and cell line genomic features, predict the synergy score measuring deviation from expected non-interaction effect. (1) Drug 1: CC1C(C(CC(O1)OC2CC(CC3=C2C(=C4C(=C3O)C(=O)C5=C(C4=O)C(=CC=C5)OC)O)(C(=O)CO)O)N)O.Cl. Drug 2: C(CCl)NC(=O)N(CCCl)N=O. Cell line: SW-620. Synergy scores: CSS=43.0, Synergy_ZIP=-7.41, Synergy_Bliss=-7.48, Synergy_Loewe=-5.68, Synergy_HSA=-3.03. (2) Drug 1: C1=C(C(=O)NC(=O)N1)N(CCCl)CCCl. Drug 2: C(=O)(N)NO. Cell line: BT-549. Synergy scores: CSS=29.8, Synergy_ZIP=-1.65, Synergy_Bliss=0.183, Synergy_Loewe=-17.9, Synergy_HSA=1.75. (3) Drug 1: CC1=CC2C(CCC3(C2CCC3(C(=O)C)OC(=O)C)C)C4(C1=CC(=O)CC4)C. Drug 2: CC(C)CN1C=NC2=C1C3=CC=CC=C3N=C2N. Cell line: NCIH23. Synergy scores: CSS=-1.82, Synergy_ZIP=1.38, Synergy_Bliss=0.660, Synergy_Loewe=-1.61, Synergy_HSA=-1.98. (4) Drug 1: CC1OCC2C(O1)C(C(C(O2)OC3C4COC(=O)C4C(C5=CC6=C(C=C35)OCO6)C7=CC(=C(C(=C7)OC)O)OC)O)O. Drug 2: CCC1(CC2CC(C3=C(CCN(C2)C1)C4=CC=CC=C4N3)(C5=C(C=C6C(=C5)C78CCN9C7C(C=CC9)(C(C(C8N6C=O)(C(=O)OC)O)OC(=O)C)CC)OC)C(=O)OC)O.OS(=O)(=O)O. Cell line: HOP-92. Synergy scores: CSS=50.3, Synergy_ZIP=3.41, Synergy_Bliss=2.96, Synergy_Loewe=2.77, Synergy_HSA=6.64. (5) Drug 2: C1CCC(C(C1)N)N.C(=O)(C(=O)[O-])[O-].[Pt+4]. Drug 1: CN(CC1=CN=C2C(=N1)C(=NC(=N2)N)N)C3=CC=C(C=C3)C(=O)NC(CCC(=O)O)C(=O)O. Synergy scores: CSS=17.8, Synergy_ZIP=-6.17, Synergy_Bliss=-2.41, Synergy_Loewe=-0.579, Synergy_HSA=0.371. Cell line: MALME-3M. (6) Drug 1: CC1=CC=C(C=C1)C2=CC(=NN2C3=CC=C(C=C3)S(=O)(=O)N)C(F)(F)F. Drug 2: C1=NC2=C(N1)C(=S)N=CN2. Cell line: M14. Synergy scores: CSS=26.2, Synergy_ZIP=4.60, Synergy_Bliss=2.93, Synergy_Loewe=-20.1, Synergy_HSA=1.76.